This data is from Reaction yield outcomes from USPTO patents with 853,638 reactions. The task is: Predict the reaction yield, written as a fraction of the theoretical maximum amount of product (1.0 means a 100% yield; for example, 0.34 means a 34% yield). (1) The reactants are [CH2:1]([O:8][C:9]([NH:11][C@H:12]1[CH2:16][CH2:15][N:14]([C@H:17]2[CH2:22][CH2:21][NH:20][CH2:19][C@H:18]2[C:23]([O:25][CH3:26])=[O:24])[C:13]1=[O:27])=[O:10])[C:2]1[CH:7]=[CH:6][CH:5]=[CH:4][CH:3]=1.C(O[BH-](OC(=O)C)OC(=O)C)(=O)C.[Na+].[CH3:42][C:43]([CH3:45])=O.[OH-].[Na+]. The catalyst is C(Cl)Cl. The product is [CH2:1]([O:8][C:9]([NH:11][C@H:12]1[CH2:16][CH2:15][N:14]([CH:17]2[CH2:22][CH2:21][N:20]([CH:43]([CH3:45])[CH3:42])[CH2:19][CH:18]2[C:23]([O:25][CH3:26])=[O:24])[C:13]1=[O:27])=[O:10])[C:2]1[CH:7]=[CH:6][CH:5]=[CH:4][CH:3]=1. The yield is 0.990. (2) The reactants are [NH2:1][C:2]1[O:6][N:5]=[C:4]([CH3:7])[C:3]=1[Br:8].[CH2:9]([C:17]1[CH:21]=[CH:20][S:19][C:18]=1[S:22](Cl)(=[O:24])=[O:23])[CH2:10][C:11]1[CH:16]=[CH:15][CH:14]=[CH:13][CH:12]=1. No catalyst specified. The product is [Br:8][C:3]1[C:4]([CH3:7])=[N:5][O:6][C:2]=1[NH:1][S:22]([C:18]1[S:19][CH:20]=[CH:21][C:17]=1[CH2:9][CH2:10][C:11]1[CH:12]=[CH:13][CH:14]=[CH:15][CH:16]=1)(=[O:23])=[O:24]. The yield is 0.480. (3) The reactants are [F:1][C:2]1[CH:3]=[C:4]([CH:7]=[CH:8][C:9]=1[O:10][CH3:11])[CH:5]=[O:6].[CH2:12](O)[CH2:13][OH:14].O. The catalyst is C1(C)C=CC=CC=1. The product is [F:1][C:2]1[CH:3]=[C:4]([CH:5]2[O:14][CH2:13][CH2:12][O:6]2)[CH:7]=[CH:8][C:9]=1[O:10][CH3:11]. The yield is 0.920. (4) The reactants are [Cl:1][C:2]1[C:15]2[C:6](=[N:7][C:8]([NH2:16])=[C:9]3[C:14]=2[CH:13]=[CH:12][CH:11]=[CH:10]3)[CH:5]=[CH:4][CH:3]=1.Cl[CH2:18][CH:19]=O.C(=O)(O)[O-].[Na+]. No catalyst specified. The product is [Cl:1][C:2]1[C:15]2[C:14]3[CH:13]=[CH:12][CH:11]=[CH:10][C:9]=3[C:8]3=[N:16][CH:18]=[CH:19][N:7]3[C:6]=2[CH:5]=[CH:4][CH:3]=1. The yield is 0.780. (5) The reactants are [F:1][C:2]1[CH:7]=[CH:6][C:5]([C:8]2[C:13](/[CH:14]=[CH:15]/[CH:16]=[O:17])=[C:12]([CH:18]([CH3:20])[CH3:19])[N:11]=[C:10]([N:21]([CH3:26])[S:22]([CH3:25])(=[O:24])=[O:23])[N:9]=2)=[CH:4][CH:3]=1.[Cl-].[Li+].C[Si](C)(C)[O:31][C:32]([O:41][CH2:42][CH3:43])=[CH:33][C:34]([O:36][Si](C)(C)C)=[CH2:35]. The catalyst is O1CCCC1.C(OC)(C)(C)C. The product is [F:1][C:2]1[CH:3]=[CH:4][C:5]([C:8]2[C:13](/[CH:14]=[CH:15]/[C@@H:16]([OH:17])[CH2:35][C:34](=[O:36])[CH2:33][C:32]([O:41][CH2:42][CH3:43])=[O:31])=[C:12]([CH:18]([CH3:20])[CH3:19])[N:11]=[C:10]([N:21]([CH3:26])[S:22]([CH3:25])(=[O:24])=[O:23])[N:9]=2)=[CH:6][CH:7]=1. The yield is 0.910. (6) The reactants are [F:1][C:2]1([F:23])[C:6](=[CH2:7])[CH2:5][N:4](C(OC(C)(C)C)=O)[C:3]1([C:16]1[C:17]([F:22])=[N:18][CH:19]=[CH:20][CH:21]=1)O.Cl. The catalyst is C(O)(=O)C. The product is [F:23][C:2]1([F:1])[C:3]([C:16]2[C:17]([F:22])=[N:18][CH:19]=[CH:20][CH:21]=2)=[N:4][CH2:5][C:6]1=[CH2:7]. The yield is 0.900. (7) The reactants are [CH3:1][O:2][C:3]1[CH:55]=[CH:54][C:6]([C:7]([NH:20][C:21]2[N:29]=[CH:28][N:27]=[C:26]3[C:22]=2[N:23]=[CH:24][N:25]3[C@H:30]2[O:43][C@@H:42]([CH2:44][O:45]C(=O)C3C=CC=CC=3)[C@@H:32]([O:33]C(=O)C3C=CC=CC=3)[CH2:31]2)([C:14]2[CH:19]=[CH:18][CH:17]=[CH:16][CH:15]=2)[C:8]2[CH:13]=[CH:12][CH:11]=[CH:10][CH:9]=2)=[CH:5][CH:4]=1. The catalyst is N. The product is [CH3:1][O:2][C:3]1[CH:4]=[CH:5][C:6]([C:7]([NH:20][C:21]2[N:29]=[CH:28][N:27]=[C:26]3[C:22]=2[N:23]=[CH:24][N:25]3[C@H:30]2[O:43][C@@H:42]([CH2:44][OH:45])[C@@H:32]([OH:33])[CH2:31]2)([C:14]2[CH:15]=[CH:16][CH:17]=[CH:18][CH:19]=2)[C:8]2[CH:9]=[CH:10][CH:11]=[CH:12][CH:13]=2)=[CH:54][CH:55]=1. The yield is 0.980.